Dataset: KCNQ2 potassium channel screen with 302,405 compounds. Task: Binary Classification. Given a drug SMILES string, predict its activity (active/inactive) in a high-throughput screening assay against a specified biological target. (1) The result is 0 (inactive). The compound is O(c1c(N2CCN(CC2)CCNC(=O)Nc2c(c(ccc2)C)C)cccc1)C. (2) The molecule is O(CC(=O)Nc1cc(ccc1)c1n[nH]nn1)c1ccccc1. The result is 0 (inactive). (3) The result is 0 (inactive). The compound is S(=O)(=O)(N(CC)CC)c1cc(ccc1F)C(OCC(=O)c1cc2NC(=O)COc2cc1)=O. (4) The drug is Clc1c(CON\C=N\c2nccc(OC)c2C#N)ccc(F)c1. The result is 0 (inactive). (5) The drug is s1c(c2onc(N3CCCCC3)n2)ccc1. The result is 0 (inactive). (6) The drug is O=C(NNC(=O)Cc1ccccc1)c1ccc(C(C)(C)C)cc1. The result is 0 (inactive). (7) The compound is S(CC(=O)N1CCN(CC1)c1ccccc1)c1n(\c([nH]n1)=C1\c2c(N=C1)cccc2)CC. The result is 0 (inactive). (8) The molecule is S(=O)(=O)(N(c1ccc(C(C)C)cc1)CC(=O)NCc1cccnc1)c1ccccc1. The result is 0 (inactive).